From a dataset of NCI-60 drug combinations with 297,098 pairs across 59 cell lines. Regression. Given two drug SMILES strings and cell line genomic features, predict the synergy score measuring deviation from expected non-interaction effect. (1) Drug 1: C1=C(C(=O)NC(=O)N1)F. Drug 2: CC1=C2C(C(=O)C3(C(CC4C(C3C(C(C2(C)C)(CC1OC(=O)C(C(C5=CC=CC=C5)NC(=O)OC(C)(C)C)O)O)OC(=O)C6=CC=CC=C6)(CO4)OC(=O)C)O)C)O. Cell line: TK-10. Synergy scores: CSS=25.9, Synergy_ZIP=-2.19, Synergy_Bliss=-1.71, Synergy_Loewe=1.99, Synergy_HSA=3.31. (2) Drug 1: CN(CC1=CN=C2C(=N1)C(=NC(=N2)N)N)C3=CC=C(C=C3)C(=O)NC(CCC(=O)O)C(=O)O. Drug 2: C1=NC2=C(N=C(N=C2N1C3C(C(C(O3)CO)O)O)F)N. Cell line: KM12. Synergy scores: CSS=17.9, Synergy_ZIP=2.10, Synergy_Bliss=2.59, Synergy_Loewe=-40.3, Synergy_HSA=-2.24. (3) Drug 1: CC(CN1CC(=O)NC(=O)C1)N2CC(=O)NC(=O)C2. Drug 2: CCN(CC)CCCC(C)NC1=C2C=C(C=CC2=NC3=C1C=CC(=C3)Cl)OC. Cell line: KM12. Synergy scores: CSS=29.2, Synergy_ZIP=-5.09, Synergy_Bliss=-5.23, Synergy_Loewe=-1.19, Synergy_HSA=-0.675. (4) Drug 1: CCCCCOC(=O)NC1=NC(=O)N(C=C1F)C2C(C(C(O2)C)O)O. Drug 2: CC1C(C(CC(O1)OC2CC(CC3=C2C(=C4C(=C3O)C(=O)C5=C(C4=O)C(=CC=C5)OC)O)(C(=O)CO)O)N)O.Cl. Cell line: RXF 393. Synergy scores: CSS=23.4, Synergy_ZIP=-2.53, Synergy_Bliss=-1.97, Synergy_Loewe=-23.3, Synergy_HSA=-1.47. (5) Drug 1: C1=NC2=C(N1)C(=S)N=C(N2)N. Drug 2: CCC1(C2=C(COC1=O)C(=O)N3CC4=CC5=C(C=CC(=C5CN(C)C)O)N=C4C3=C2)O.Cl. Cell line: LOX IMVI. Synergy scores: CSS=50.0, Synergy_ZIP=-5.86, Synergy_Bliss=-6.45, Synergy_Loewe=-4.78, Synergy_HSA=-3.47. (6) Drug 1: C1=NC2=C(N1)C(=S)N=C(N2)N. Drug 2: CC1C(C(=O)NC(C(=O)N2CCCC2C(=O)N(CC(=O)N(C(C(=O)O1)C(C)C)C)C)C(C)C)NC(=O)C3=C4C(=C(C=C3)C)OC5=C(C(=O)C(=C(C5=N4)C(=O)NC6C(OC(=O)C(N(C(=O)CN(C(=O)C7CCCN7C(=O)C(NC6=O)C(C)C)C)C)C(C)C)C)N)C. Cell line: HL-60(TB). Synergy scores: CSS=56.2, Synergy_ZIP=-3.68, Synergy_Bliss=-17.0, Synergy_Loewe=-16.3, Synergy_HSA=-16.1. (7) Drug 1: C1=C(C(=O)NC(=O)N1)N(CCCl)CCCl. Drug 2: CC(C)CN1C=NC2=C1C3=CC=CC=C3N=C2N. Cell line: OVCAR-4. Synergy scores: CSS=5.67, Synergy_ZIP=-0.776, Synergy_Bliss=2.71, Synergy_Loewe=1.61, Synergy_HSA=1.66. (8) Drug 1: CCN(CC)CCNC(=O)C1=C(NC(=C1C)C=C2C3=C(C=CC(=C3)F)NC2=O)C. Drug 2: CC1CCCC2(C(O2)CC(NC(=O)CC(C(C(=O)C(C1O)C)(C)C)O)C(=CC3=CSC(=N3)C)C)C. Cell line: MDA-MB-231. Synergy scores: CSS=37.6, Synergy_ZIP=9.41, Synergy_Bliss=10.1, Synergy_Loewe=-15.3, Synergy_HSA=3.69.